This data is from NCI-60 drug combinations with 297,098 pairs across 59 cell lines. The task is: Regression. Given two drug SMILES strings and cell line genomic features, predict the synergy score measuring deviation from expected non-interaction effect. (1) Drug 1: CN1C2=C(C=C(C=C2)N(CCCl)CCCl)N=C1CCCC(=O)O.Cl. Drug 2: CCC1(C2=C(COC1=O)C(=O)N3CC4=CC5=C(C=CC(=C5CN(C)C)O)N=C4C3=C2)O.Cl. Cell line: SK-MEL-5. Synergy scores: CSS=32.7, Synergy_ZIP=4.31, Synergy_Bliss=7.59, Synergy_Loewe=-32.2, Synergy_HSA=6.20. (2) Drug 1: CC1=C2C(C(=O)C3(C(CC4C(C3C(C(C2(C)C)(CC1OC(=O)C(C(C5=CC=CC=C5)NC(=O)OC(C)(C)C)O)O)OC(=O)C6=CC=CC=C6)(CO4)OC(=O)C)OC)C)OC. Drug 2: C1=NC2=C(N=C(N=C2N1C3C(C(C(O3)CO)O)O)F)N. Cell line: SNB-19. Synergy scores: CSS=36.7, Synergy_ZIP=-4.25, Synergy_Bliss=-6.92, Synergy_Loewe=-16.3, Synergy_HSA=-3.75. (3) Drug 1: C1C(C(OC1N2C=NC3=C(N=C(N=C32)Cl)N)CO)O. Drug 2: C1CN(CCN1C(=O)CCBr)C(=O)CCBr. Cell line: BT-549. Synergy scores: CSS=55.8, Synergy_ZIP=-1.02, Synergy_Bliss=-0.370, Synergy_Loewe=-0.727, Synergy_HSA=5.77. (4) Drug 1: CC1=C2C(C(=O)C3(C(CC4C(C3C(C(C2(C)C)(CC1OC(=O)C(C(C5=CC=CC=C5)NC(=O)C6=CC=CC=C6)O)O)OC(=O)C7=CC=CC=C7)(CO4)OC(=O)C)O)C)OC(=O)C. Drug 2: C1=CC=C(C(=C1)C(C2=CC=C(C=C2)Cl)C(Cl)Cl)Cl. Cell line: HS 578T. Synergy scores: CSS=1.10, Synergy_ZIP=-0.645, Synergy_Bliss=-2.06, Synergy_Loewe=-0.286, Synergy_HSA=-1.92.